The task is: Predict the reaction yield, written as a fraction of the theoretical maximum amount of product (1.0 means a 100% yield; for example, 0.34 means a 34% yield).. This data is from Reaction yield outcomes from USPTO patents with 853,638 reactions. (1) The reactants are [CH3:1][O:2][CH2:3][CH2:4][O:5][C:6]1[CH:11]=[CH:10][C:9]([CH:12]2[NH:16][C:15]3([CH2:21][CH2:20][CH2:19][CH2:18][CH2:17]3)[NH:14][C:13]2=[O:22])=[CH:8][CH:7]=1.BrN1C(=O)CCC1=O. The catalyst is C(Cl)Cl. The product is [CH3:1][O:2][CH2:3][CH2:4][O:5][C:6]1[CH:7]=[CH:8][C:9]([C:12]2[C:13](=[O:22])[NH:14][C:15]3([CH2:21][CH2:20][CH2:19][CH2:18][CH2:17]3)[N:16]=2)=[CH:10][CH:11]=1. The yield is 0.700. (2) The reactants are [Cl:1][C:2]1[CH:7]=[CH:6][C:5](B2OC(C)(C)C(C)(C)O2)=[C:4]([F:17])[C:3]=1[F:18].[O-]P([O-])([O-])=O.[K+].[K+].[K+].I[C:28]1[CH:33]=[CH:32][N:31]([CH2:34][CH2:35][C@@:36]([CH3:46])([S:42]([CH3:45])(=[O:44])=[O:43])[C:37]([O:39]CC)=[O:38])[C:30](=[O:47])[CH:29]=1.C(Cl)Cl.[Li+].[OH-].[OH-].[Na+]. The catalyst is O.C1COCC1. The product is [Cl:1][C:2]1[CH:7]=[CH:6][C:5]([C:28]2[CH:33]=[CH:32][N:31]([CH2:34][CH2:35][C@@:36]([CH3:46])([S:42]([CH3:45])(=[O:43])=[O:44])[C:37]([OH:39])=[O:38])[C:30](=[O:47])[CH:29]=2)=[C:4]([F:17])[C:3]=1[F:18]. The yield is 0.896. (3) The reactants are ClC(Cl)(Cl)C(Cl)(Cl)Cl.[F:9][C:10]1[CH:11]=[CH:12][C:13]([NH:16][NH:17][C:18](=O)[CH2:19][N:20]2[CH2:25][CH2:24][N:23]([CH3:26])[CH:22]([CH2:27][O:28][Si:29]([CH:36]([CH3:38])[CH3:37])([CH:33]([CH3:35])[CH3:34])[CH:30]([CH3:32])[CH3:31])[CH2:21]2)=[N:14][CH:15]=1.C1C=CC(P(C2C=CC=CC=2)C2C=CC=CC=2)=CC=1.CCN(CC)CC. The catalyst is C1COCC1. The product is [F:9][C:10]1[CH:11]=[CH:12][C:13]2[N:14]([C:18]([CH2:19][N:20]3[CH2:25][CH2:24][N:23]([CH3:26])[CH:22]([CH2:27][O:28][Si:29]([CH:36]([CH3:38])[CH3:37])([CH:33]([CH3:35])[CH3:34])[CH:30]([CH3:32])[CH3:31])[CH2:21]3)=[N:17][N:16]=2)[CH:15]=1. The yield is 0.600. (4) The reactants are [CH2:1]([N:8]([CH2:10][C:11]1[C:12]([C:43](O)=[O:44])=[C:13]([N:28]([CH2:34][C:35]2[C:40]([F:41])=[CH:39][CH:38]=[CH:37][C:36]=2[F:42])[C:29](OCC)=[O:30])[S:14][C:15]=1[C:16]1[CH:21]=[CH:20][C:19]([NH:22][C:23]([NH:25][O:26][CH3:27])=[O:24])=[CH:18][CH:17]=1)[CH3:9])[C:2]1[CH:7]=[CH:6][CH:5]=[CH:4][CH:3]=1.[CH3:46][O:47][C:48]1[CH:53]=[CH:52][C:51]([NH2:54])=[CH:50][CH:49]=1. No catalyst specified. The product is [CH2:1]([N:8]([CH2:10][C:11]1[C:12]2[C:43](=[O:44])[N:54]([C:51]3[CH:52]=[CH:53][C:48]([O:47][CH3:46])=[CH:49][CH:50]=3)[C:29](=[O:30])[N:28]([CH2:34][C:35]3[C:40]([F:41])=[CH:39][CH:38]=[CH:37][C:36]=3[F:42])[C:13]=2[S:14][C:15]=1[C:16]1[CH:21]=[CH:20][C:19]([NH:22][C:23]([NH:25][O:26][CH3:27])=[O:24])=[CH:18][CH:17]=1)[CH3:9])[C:2]1[CH:3]=[CH:4][CH:5]=[CH:6][CH:7]=1. The yield is 0.620. (5) The reactants are [C:1]([O:8][CH3:9])(=[O:7])/[CH:2]=[CH:3]/[C:4]([OH:6])=[O:5].[CH3:10][O:11][CH2:12][CH2:13][NH:14][C:15](=[O:18])[CH2:16]Cl. The catalyst is CN1C(=O)CCC1. The product is [C:4]([O:6][CH2:16][C:15](=[O:18])[NH:14][CH2:13][CH2:12][O:11][CH3:10])(=[O:5])/[CH:3]=[CH:2]/[C:1]([O:8][CH3:9])=[O:7]. The yield is 0.0800. (6) The reactants are [Cl:1][C:2]1[CH:7]=[CH:6][C:5]([C:8]2[N:12]([CH3:13])[C:11]([C:14](O)=[O:15])=[C:10]([C:17]3[CH:22]=[CH:21][C:20]([S:23](=[O:26])(=[O:25])[NH2:24])=[CH:19][CH:18]=3)[C:9]=2[CH3:27])=[CH:4][CH:3]=1.C1C=C[C:31]2[N:36]([OH:37])N=NC=2C=1.[CH2:38](Cl)CCl.C(N(CC)CC)C. The catalyst is CN(C=O)C.C(OCC)(=O)C. The product is [Cl:1][C:2]1[CH:3]=[CH:4][C:5]([C:8]2[N:12]([CH3:13])[C:11]([C:14]([N:36]([O:37][CH3:38])[CH3:31])=[O:15])=[C:10]([C:17]3[CH:18]=[CH:19][C:20]([S:23](=[O:25])(=[O:26])[NH2:24])=[CH:21][CH:22]=3)[C:9]=2[CH3:27])=[CH:6][CH:7]=1. The yield is 0.768.